From a dataset of NCI-60 drug combinations with 297,098 pairs across 59 cell lines. Regression. Given two drug SMILES strings and cell line genomic features, predict the synergy score measuring deviation from expected non-interaction effect. Drug 1: CC12CCC(CC1=CCC3C2CCC4(C3CC=C4C5=CN=CC=C5)C)O. Drug 2: CC12CCC3C(C1CCC2=O)CC(=C)C4=CC(=O)C=CC34C. Cell line: SF-539. Synergy scores: CSS=22.2, Synergy_ZIP=-3.00, Synergy_Bliss=-4.21, Synergy_Loewe=-10.7, Synergy_HSA=-2.98.